Dataset: Catalyst prediction with 721,799 reactions and 888 catalyst types from USPTO. Task: Predict which catalyst facilitates the given reaction. (1) Reactant: [NH2:1][C:2]1[C:10]2[C:5](=[N:6][CH:7]=[C:8]([Br:25])[C:9]=2[N:11]2[CH2:16][CH2:15][CH2:14][C@@H:13]([NH:17][C:18](=[O:24])[O:19][C:20]([CH3:23])([CH3:22])[CH3:21])[CH2:12]2)[NH:4][CH:3]=1.C[N:27]1[C:31](=[O:32])C[CH2:29][CH2:28]1.N1C=CC=CC=1.N(CC)=C=O. Product: [Br:25][C:8]1[C:9]([N:11]2[CH2:16][CH2:15][CH2:14][C@@H:13]([NH:17][C:18](=[O:24])[O:19][C:20]([CH3:21])([CH3:22])[CH3:23])[CH2:12]2)=[C:10]2[C:2]([NH:1][C:31]([NH:27][CH2:28][CH3:29])=[O:32])=[CH:3][NH:4][C:5]2=[N:6][CH:7]=1. The catalyst class is: 192. (2) The catalyst class is: 16. Product: [F:16][C:17]1[CH:22]=[C:21]([C@H:23]2[CH2:27][CH2:26][CH2:25][N:24]2[C:2]2[CH:7]=[CH:6][N:5]3[N:8]=[CH:9][C:10]([C:11]([O:13][CH2:14][CH3:15])=[O:12])=[C:4]3[N:3]=2)[CH:20]=[N:19][CH:18]=1. Reactant: Cl[C:2]1[CH:7]=[CH:6][N:5]2[N:8]=[CH:9][C:10]([C:11]([O:13][CH2:14][CH3:15])=[O:12])=[C:4]2[N:3]=1.[F:16][C:17]1[CH:18]=[N:19][CH:20]=[C:21]([C@H:23]2[CH2:27][CH2:26][CH2:25][NH:24]2)[CH:22]=1.[F-].[K+].